Regression. Given two drug SMILES strings and cell line genomic features, predict the synergy score measuring deviation from expected non-interaction effect. From a dataset of NCI-60 drug combinations with 297,098 pairs across 59 cell lines. (1) Drug 1: CC(C1=C(C=CC(=C1Cl)F)Cl)OC2=C(N=CC(=C2)C3=CN(N=C3)C4CCNCC4)N. Drug 2: C(CCl)NC(=O)N(CCCl)N=O. Cell line: MALME-3M. Synergy scores: CSS=0.882, Synergy_ZIP=-0.0357, Synergy_Bliss=1.47, Synergy_Loewe=-2.82, Synergy_HSA=-1.32. (2) Drug 1: CC12CCC3C(C1CCC2=O)CC(=C)C4=CC(=O)C=CC34C. Drug 2: C1C(C(OC1N2C=NC3=C(N=C(N=C32)Cl)N)CO)O. Cell line: SW-620. Synergy scores: CSS=25.0, Synergy_ZIP=-0.974, Synergy_Bliss=2.16, Synergy_Loewe=-5.94, Synergy_HSA=1.73. (3) Drug 1: CC1=C2C(C(=O)C3(C(CC4C(C3C(C(C2(C)C)(CC1OC(=O)C(C(C5=CC=CC=C5)NC(=O)OC(C)(C)C)O)O)OC(=O)C6=CC=CC=C6)(CO4)OC(=O)C)OC)C)OC. Drug 2: CC1=C(C(CCC1)(C)C)C=CC(=CC=CC(=CC(=O)O)C)C. Cell line: K-562. Synergy scores: CSS=55.1, Synergy_ZIP=10.9, Synergy_Bliss=7.93, Synergy_Loewe=0.543, Synergy_HSA=10.5. (4) Drug 1: C1CN(P(=O)(OC1)NCCCl)CCCl. Drug 2: CC1C(C(CC(O1)OC2CC(CC3=C2C(=C4C(=C3O)C(=O)C5=C(C4=O)C(=CC=C5)OC)O)(C(=O)CO)O)N)O.Cl. Cell line: SF-539. Synergy scores: CSS=40.0, Synergy_ZIP=-4.51, Synergy_Bliss=-9.33, Synergy_Loewe=-27.6, Synergy_HSA=-7.99. (5) Drug 1: COC1=C(C=C2C(=C1)N=CN=C2NC3=CC(=C(C=C3)F)Cl)OCCCN4CCOCC4. Drug 2: C1C(C(OC1N2C=NC3=C(N=C(N=C32)Cl)N)CO)O. Cell line: TK-10. Synergy scores: CSS=22.3, Synergy_ZIP=-1.53, Synergy_Bliss=-4.04, Synergy_Loewe=-6.50, Synergy_HSA=-4.79. (6) Drug 1: C1=CC(=CC=C1CC(C(=O)O)N)N(CCCl)CCCl.Cl. Drug 2: COC1=C2C(=CC3=C1OC=C3)C=CC(=O)O2. Cell line: SF-295. Synergy scores: CSS=10.4, Synergy_ZIP=-0.897, Synergy_Bliss=-0.798, Synergy_Loewe=-6.85, Synergy_HSA=-0.777. (7) Drug 1: C1CC(=O)NC(=O)C1N2CC3=C(C2=O)C=CC=C3N. Drug 2: CC1OCC2C(O1)C(C(C(O2)OC3C4COC(=O)C4C(C5=CC6=C(C=C35)OCO6)C7=CC(=C(C(=C7)OC)O)OC)O)O. Cell line: PC-3. Synergy scores: CSS=27.4, Synergy_ZIP=-6.84, Synergy_Bliss=1.69, Synergy_Loewe=-1.23, Synergy_HSA=5.01. (8) Drug 1: CNC(=O)C1=CC=CC=C1SC2=CC3=C(C=C2)C(=NN3)C=CC4=CC=CC=N4. Drug 2: CNC(=O)C1=NC=CC(=C1)OC2=CC=C(C=C2)NC(=O)NC3=CC(=C(C=C3)Cl)C(F)(F)F. Cell line: SNB-19. Synergy scores: CSS=13.6, Synergy_ZIP=-7.20, Synergy_Bliss=-10.4, Synergy_Loewe=-20.2, Synergy_HSA=-13.2. (9) Drug 2: C1=CN(C=N1)CC(O)(P(=O)(O)O)P(=O)(O)O. Cell line: SK-MEL-5. Drug 1: CC1C(C(=O)NC(C(=O)N2CCCC2C(=O)N(CC(=O)N(C(C(=O)O1)C(C)C)C)C)C(C)C)NC(=O)C3=C4C(=C(C=C3)C)OC5=C(C(=O)C(=C(C5=N4)C(=O)NC6C(OC(=O)C(N(C(=O)CN(C(=O)C7CCCN7C(=O)C(NC6=O)C(C)C)C)C)C(C)C)C)N)C. Synergy scores: CSS=25.7, Synergy_ZIP=-1.54, Synergy_Bliss=8.94, Synergy_Loewe=-18.2, Synergy_HSA=4.67.